This data is from Aqueous solubility values for 9,982 compounds from the AqSolDB database. The task is: Regression/Classification. Given a drug SMILES string, predict its absorption, distribution, metabolism, or excretion properties. Task type varies by dataset: regression for continuous measurements (e.g., permeability, clearance, half-life) or binary classification for categorical outcomes (e.g., BBB penetration, CYP inhibition). For this dataset (solubility_aqsoldb), we predict Y. (1) The drug is COc1ccc(/C=C/C(=O)O)cc1. The Y is -2.40 log mol/L. (2) The molecule is CN(C)Cc1ccc(C(=O)OCCOCn2cnc3c(=O)[nH]c(N)nc32)cc1. The Y is -2.47 log mol/L. (3) The molecule is C[Si](C)(O)O. The Y is 1.04 log mol/L. (4) The drug is O=C1/C(=N/Nc2ccccc2)C(S(=O)(=O)[O-])=Cc2cc(S(=O)(=O)[O-])cc(Nc3nc(Nc4ccc(/C=C/c5ccc(Nc6nc(Nc7cc(S(=O)(=O)[O-])cc8c7C(=O)/C(=N/Nc7ccccc7)C(S(=O)(=O)[O-])=C8)nc(N7CCOCC7)n6)cc5S(=O)(=O)[O-])c(S(=O)(=O)[O-])c4)nc(N4CCOCC4)n3)c21.[Na+].[Na+].[Na+].[Na+].[Na+].[Na+]. The Y is -1.14 log mol/L. (5) The compound is CC(O)(C(=O)O)c1ccccc1. The Y is -0.895 log mol/L.